This data is from Forward reaction prediction with 1.9M reactions from USPTO patents (1976-2016). The task is: Predict the product of the given reaction. Given the reactants C([O:8][C:9]1[CH:25]=[CH:24][C:12]([CH2:13][C:14]2[C:22]3[C:21](Cl)=[N:20][CH:19]=[N:18][C:17]=3[NH:16][CH:15]=2)=[CH:11][CH:10]=1)C1C=CC=CC=1.C(O)(=O)/C=C/C.C(Cl)CCl.CCN([CH:42]([CH3:44])[CH3:43])C(C)C.C[N:46]([C:48]1C=CN=[CH:52][CH:53]=1)C.[CH3:54][N:55]([CH:57]=[O:58])[CH3:56], predict the reaction product. The product is: [OH:8][C:9]1[CH:10]=[CH:11][C:12]([CH2:13][C:14]2[C:22]3[C:21]([NH:46][C@@H:48]4[CH2:53][CH2:52][CH2:56][N:55]([C:57](=[O:58])[C:42]([CH3:43])=[CH2:44])[CH2:54]4)=[N:20][CH:19]=[N:18][C:17]=3[NH:16][CH:15]=2)=[CH:24][CH:25]=1.